Predict the reaction yield, written as a fraction of the theoretical maximum amount of product (1.0 means a 100% yield; for example, 0.34 means a 34% yield). From a dataset of Reaction yield outcomes from USPTO patents with 853,638 reactions. (1) The reactants are [CH3:1][O:2][C:3]([C:5]1[S:9][C:8]2[CH:10]=[C:11]([C:14](O)=[O:15])[CH:12]=[CH:13][C:7]=2[C:6]=1[O:17][CH2:18][C:19]([O:21][CH3:22])=[O:20])=[O:4].C([SnH](CCCC)CCCC)CCC. The catalyst is S(Cl)(Cl)=O. The product is [CH3:1][O:2][C:3]([C:5]1[S:9][C:8]2[CH:10]=[C:11]([CH:14]=[O:15])[CH:12]=[CH:13][C:7]=2[C:6]=1[O:17][CH2:18][C:19]([O:21][CH3:22])=[O:20])=[O:4]. The yield is 0.840. (2) The reactants are CN(C)C=O.[C:6]([C:9]1[CH:14]=[CH:13][N:12]=[CH:11][CH:10]=1)(=O)[CH3:7].[Br-].[CH2:16]([O:23][C:24]([CH2:26][P+](C1C=CC=CC=1)(C1C=CC=CC=1)C1C=CC=CC=1)=[O:25])[C:17]1[CH:22]=[CH:21][CH:20]=[CH:19][CH:18]=1.C(=O)([O-])[O-].[K+].[K+]. The catalyst is C(OCC)C. The product is [N:12]1[CH:13]=[CH:14][C:9]([C:6]([CH3:7])=[CH:26][C:24]([O:23][CH2:16][C:17]2[CH:18]=[CH:19][CH:20]=[CH:21][CH:22]=2)=[O:25])=[CH:10][CH:11]=1. The yield is 0.420. (3) The reactants are [O:1]1[CH2:4][C:3]2([CH2:9][CH:8]3[CH:6]([CH:7]3[C:10]([O:12]CC)=[O:11])[CH2:5]2)[CH2:2]1.[OH-].[Na+]. The catalyst is C(O)C.O. The product is [O:1]1[CH2:4][C:3]2([CH2:5][CH:6]3[CH:8]([CH:7]3[C:10]([OH:12])=[O:11])[CH2:9]2)[CH2:2]1. The yield is 0.620.